From a dataset of Forward reaction prediction with 1.9M reactions from USPTO patents (1976-2016). Predict the product of the given reaction. (1) Given the reactants CC1(C)C(C)(C)OB([C:9]2[CH:10]=[C:11]3[C:16](=[N:17][CH:18]=2)[N:15]([C:19]([NH2:21])=[O:20])[CH2:14][CH2:13][CH2:12]3)O1.Br[C:24]1[CH:25]=[N:26][CH:27]=[C:28]([C:30]([O:33][CH3:34])([CH3:32])[CH3:31])[CH:29]=1.C([O-])([O-])=O.[Na+].[Na+].O, predict the reaction product. The product is: [CH3:34][O:33][C:30]([C:28]1[CH:29]=[C:24]([C:9]2[CH:10]=[C:11]3[C:16](=[N:17][CH:18]=2)[N:15]([C:19]([NH2:21])=[O:20])[CH2:14][CH2:13][CH2:12]3)[CH:25]=[N:26][CH:27]=1)([CH3:32])[CH3:31]. (2) Given the reactants [F:1][C:2]1[CH:3]=[C:4]([C@@H:8]([C@@H:17]2[CH2:22][CH2:21][CH2:20][N:19]([C:23](=[O:36])[NH:24][C@@H:25]([CH2:29][C@H:30]3[CH2:35][CH2:34][CH2:33][O:32][CH2:31]3)[CH2:26][NH:27][CH3:28])[CH2:18]2)[O:9][CH2:10][CH2:11][NH:12][C:13](=[O:16])[O:14][CH3:15])[CH:5]=[CH:6][CH:7]=1.[C:37]([OH:44])(=[O:43])/[CH:38]=[CH:39]/[C:40]([OH:42])=[O:41], predict the reaction product. The product is: [C:37]([OH:44])(=[O:43])/[CH:38]=[CH:39]/[C:40]([OH:42])=[O:41].[F:1][C:2]1[CH:3]=[C:4]([C@@H:8]([C@@H:17]2[CH2:22][CH2:21][CH2:20][N:19]([C:23](=[O:36])[NH:24][C@@H:25]([CH2:29][C@H:30]3[CH2:35][CH2:34][CH2:33][O:32][CH2:31]3)[CH2:26][NH:27][CH3:28])[CH2:18]2)[O:9][CH2:10][CH2:11][NH:12][C:13](=[O:16])[O:14][CH3:15])[CH:5]=[CH:6][CH:7]=1. (3) Given the reactants Br[C:2]1[CH:10]=[C:9]([Cl:11])[C:8]2[N:7]([CH2:12][CH3:13])[CH2:6][C@@H:5]3[CH2:14][N:15]([C:18]([O:20][C:21]([CH3:24])([CH3:23])[CH3:22])=[O:19])[CH2:16][CH2:17][C:3]=1[C:4]=23.C1COCC1.C([Li])(C)(C)C.CCCCCC, predict the reaction product. The product is: [Cl:11][C:9]1[C:8]2[N:7]([CH2:12][CH3:13])[CH2:6][C@@H:5]3[CH2:14][N:15]([C:18]([O:20][C:21]([CH3:22])([CH3:24])[CH3:23])=[O:19])[CH2:16][CH2:17][C:3]([C:4]=23)=[CH:2][CH:10]=1. (4) The product is: [CH2:1]([O:8][C:9]1[C:10]2[N:11]([N:16]=[CH:17][C:18]=2[CH2:19][OH:20])[CH:12]=[C:13]([Cl:15])[CH:14]=1)[C:2]1[CH:3]=[CH:4][CH:5]=[CH:6][CH:7]=1. Given the reactants [CH2:1]([O:8][C:9]1[C:10]2[N:11]([N:16]=[CH:17][C:18]=2[C:19](OC)=[O:20])[CH:12]=[C:13]([Cl:15])[CH:14]=1)[C:2]1[CH:7]=[CH:6][CH:5]=[CH:4][CH:3]=1.[H-].[Al+3].[Li+].[H-].[H-].[H-], predict the reaction product. (5) Given the reactants C(NC(C)C)(C)C.C([Li])CCC.[CH3:13][N:14]1[CH2:19][CH2:18][CH2:17][CH2:16][C:15]1=[O:20].[C:21]1([Se:27]Cl)[CH:26]=[CH:25][CH:24]=[CH:23][CH:22]=1, predict the reaction product. The product is: [CH3:13][N:14]1[CH2:19][CH2:18][CH2:17][CH:16]([Se:27][C:21]2[CH:26]=[CH:25][CH:24]=[CH:23][CH:22]=2)[C:15]1=[O:20]. (6) Given the reactants [CH:1]1[CH:2]=[C:3]([CH2:6][NH:7][C:8]2[C:13]([C:14]([OH:16])=[O:15])=[CH:12][C:11]([S:17]([NH2:20])(=[O:19])=[O:18])=[C:10]([Cl:21])[CH:9]=2)[O:4][CH:5]=1.[OH-].[CH2:23]([N+:39]([CH3:42])([CH3:41])[CH3:40])[CH2:24][CH2:25][CH2:26][CH2:27][CH2:28][CH2:29][CH2:30][CH2:31][CH2:32][CH2:33][CH2:34][CH2:35][CH2:36][CH2:37][CH3:38], predict the reaction product. The product is: [NH2:20][S:17]([C:11]1[C:10]([Cl:21])=[CH:9][C:8]([NH:7][CH2:6][C:3]2[O:4][CH:5]=[CH:1][CH:2]=2)=[C:13]([CH:12]=1)[C:14]([O-:16])=[O:15])(=[O:18])=[O:19].[CH2:23]([N+:39]([CH3:42])([CH3:40])[CH3:41])[CH2:24][CH2:25][CH2:26][CH2:27][CH2:28][CH2:29][CH2:30][CH2:31][CH2:32][CH2:33][CH2:34][CH2:35][CH2:36][CH2:37][CH3:38]. (7) The product is: [CH3:1][N:2]([CH3:29])[CH2:3][CH2:4][N:5]1[C:9]2[CH:10]=[CH:11][C:12]([S:14]([CH2:17][CH:18]3[CH2:19][CH2:20][N:21]([C:42]([C:40]4[CH:41]=[N:37][NH:38][CH:39]=4)=[O:43])[CH2:22][CH2:23]3)(=[O:16])=[O:15])=[CH:13][C:8]=2[N:7]=[C:6]1[CH2:24][C:25]([CH3:26])([CH3:28])[CH3:27]. Given the reactants [CH3:1][N:2]([CH3:29])[CH2:3][CH2:4][N:5]1[C:9]2[CH:10]=[CH:11][C:12]([S:14]([CH2:17][CH:18]3[CH2:23][CH2:22][NH:21][CH2:20][CH2:19]3)(=[O:16])=[O:15])=[CH:13][C:8]=2[N:7]=[C:6]1[CH2:24][C:25]([CH3:28])([CH3:27])[CH3:26].C(N(CC)CC)C.[NH:37]1[CH:41]=[C:40]([C:42](O)=[O:43])[CH:39]=[N:38]1, predict the reaction product. (8) Given the reactants [CH:1]1([N:7]([CH:18]2[CH2:23][CH2:22][CH2:21][CH2:20][CH2:19]2)[C:8]([NH:10][C:11]2[S:12][C:13]([CH:16]=O)=[CH:14][N:15]=2)=[O:9])[CH2:6][CH2:5][CH2:4][CH2:3][CH2:2]1.[CH:24]([NH2:27])([CH3:26])[CH3:25].C(O[BH-](OC(=O)C)OC(=O)C)(=O)C.[Na+], predict the reaction product. The product is: [CH:1]1([N:7]([CH:18]2[CH2:23][CH2:22][CH2:21][CH2:20][CH2:19]2)[C:8]([NH:10][C:11]2[S:12][C:13]([CH2:16][NH:27][CH:24]([CH3:26])[CH3:25])=[CH:14][N:15]=2)=[O:9])[CH2:6][CH2:5][CH2:4][CH2:3][CH2:2]1.